The task is: Predict the product of the given reaction.. This data is from Forward reaction prediction with 1.9M reactions from USPTO patents (1976-2016). (1) Given the reactants [N:1]([O-])=O.[Na+].[C:5]([C:7]1[CH:15]=[C:14]2[C:10](C=C[NH:13]2)=[CH:9][CH:8]=1)#[N:6].Cl.CCO[C:20]([CH3:22])=[O:21], predict the reaction product. The product is: [CH:20]([C:22]1[C:10]2[C:14](=[CH:15][C:7]([C:5]#[N:6])=[CH:8][CH:9]=2)[NH:13][N:1]=1)=[O:21]. (2) Given the reactants [S:1]1[CH:5]=[CH:4][CH:3]=[C:2]1[C:6]([NH:8][CH2:9][C:10]([OH:12])=[O:11])=O.[CH3:13][N:14]([CH3:23])[C:15]1[C:20]([CH:21]=O)=[CH:19][CH:18]=[CH:17][N:16]=1.C([O-])(=O)C.[Na+].C(OC(=O)C)(=O)C, predict the reaction product. The product is: [CH3:13][N:14]([CH3:23])[C:15]1[C:20]([CH:21]=[C:9]2[C:10](=[O:11])[O:12][C:6]([C:2]3[S:1][CH:5]=[CH:4][CH:3]=3)=[N:8]2)=[CH:19][CH:18]=[CH:17][N:16]=1.